This data is from Reaction yield outcomes from USPTO patents with 853,638 reactions. The task is: Predict the reaction yield, written as a fraction of the theoretical maximum amount of product (1.0 means a 100% yield; for example, 0.34 means a 34% yield). (1) The yield is 0.100. No catalyst specified. The product is [CH2:29]([O:36][C:37]1[CH:42]=[CH:41][N:40]([C:2]2[CH:3]=[CH:4][C:5]3[C:6]4[CH2:21][N:20]([C:22]([O:24][C:25]([CH3:27])([CH3:28])[CH3:26])=[O:23])[CH2:19][CH2:18][C:7]=4[NH:8][C:9]=3[CH:10]=2)[C:39](=[O:43])[CH:38]=1)[C:30]1[CH:31]=[CH:32][CH:33]=[CH:34][CH:35]=1. The reactants are Br[C:2]1[CH:3]=[CH:4][C:5]2[C:6]3[CH2:21][N:20]([C:22]([O:24][C:25]([CH3:28])([CH3:27])[CH3:26])=[O:23])[CH2:19][CH2:18][C:7]=3[N:8](C(OC(C)(C)C)=O)[C:9]=2[CH:10]=1.[CH2:29]([O:36][C:37]1[CH:42]=[CH:41][NH:40][C:39](=[O:43])[CH:38]=1)[C:30]1[CH:35]=[CH:34][CH:33]=[CH:32][CH:31]=1. (2) The reactants are [N:1]1[N:2]([C:10]2[C:15]([OH:16])=[CH:14][C:13]([OH:17])=[CH:12][CH:11]=2)[N:3]=[C:4]2[CH:9]=[CH:8][CH:7]=[CH:6][C:5]=12.C(=O)([O-])[O-].[Na+].[Na+].[CH2:24]([CH:26]([CH2:29][CH2:30][CH2:31][CH3:32])[CH2:27]Br)[CH3:25]. The catalyst is CC(CC(C)C)=O.CN(C)C=O. The product is [CH2:24]([CH:26]([CH2:29][CH2:30][CH2:31][CH3:32])[CH2:27][O:17][C:13]1[CH:12]=[CH:11][C:10]([N:2]2[N:3]=[C:4]3[CH:9]=[CH:8][CH:7]=[CH:6][C:5]3=[N:1]2)=[C:15]([OH:16])[CH:14]=1)[CH3:25]. The yield is 0.767. (3) The reactants are [Cl:1][C:2]1[N:7]=C(Cl)C(OC)=[CH:4][N:3]=1.[CH3:11][Al](C)C.[OH-:15].[Na+].[CH4:17].Cl.[CH:19](O)([CH3:21])[CH3:20]. The catalyst is CC1CCCO1.C1C=CC([P]([Pd]([P](C2C=CC=CC=2)(C2C=CC=CC=2)C2C=CC=CC=2)([P](C2C=CC=CC=2)(C2C=CC=CC=2)C2C=CC=CC=2)[P](C2C=CC=CC=2)(C2C=CC=CC=2)C2C=CC=CC=2)(C2C=CC=CC=2)C2C=CC=CC=2)=CC=1. The product is [Cl-:1].[CH3:17][O:15][C:20]1[CH:4]=[N:3][C:2]([CH3:11])=[NH+:7][C:19]=1[CH3:21]. The yield is 0.700. (4) The reactants are [CH3:1][C:2]1[CH:10]=[C:9]([O:11][CH3:12])[CH:8]=[C:7]([O:13][CH3:14])[C:3]=1[C:4]([OH:6])=O.[C:15](Cl)(=[O:19])[C:16](Cl)=O.Cl.[CH3:22][NH2:23]. The catalyst is C(Cl)Cl. The product is [OH:19][C:15]1[CH:16]=[CH:4][C:3]([C:22]2[NH:23][C:4](=[O:6])[C:3]3[C:2]([CH:1]=2)=[CH:10][C:9]([O:11][CH3:12])=[CH:8][C:7]=3[O:13][CH3:14])=[CH:2][CH:1]=1. The yield is 0.430. (5) The reactants are Cl.[Br:2][C:3]1[CH:4]=[CH:5][CH:6]=[C:7]2[C:12]=1[N:11]=[C:10]([C:13]1[N:17]3[CH:18]=[CH:19][C:20]([C:22]([OH:24])=O)=[CH:21][C:16]3=[N:15][CH:14]=1)[CH:9]=[CH:8]2.[Li+].[Cl-].[CH3:27][NH:28][CH3:29].C(N(C(C)C)C(C)C)C.CN(C(ON1N=NC2C=CC=NC1=2)=[N+](C)C)C.F[P-](F)(F)(F)(F)F.C(=O)(O)[O-].[Na+]. The catalyst is C(Cl)Cl. The product is [Br:2][C:3]1[CH:4]=[CH:5][CH:6]=[C:7]2[C:12]=1[N:11]=[C:10]([C:13]1[N:17]3[CH:18]=[CH:19][C:20]([C:22]([N:28]([CH3:29])[CH3:27])=[O:24])=[CH:21][C:16]3=[N:15][CH:14]=1)[CH:9]=[CH:8]2. The yield is 0.470. (6) The reactants are C(OP([CH2:9][C:10]([N:12]([CH3:14])[CH3:13])=[O:11])(=O)OCC)C.[H-].[Na+].[CH:17]([C:19]1[CH:24]=[CH:23][C:22]([C:25]2[C:34]3[C:29](=[CH:30][CH:31]=[C:32]([C:35]([O:37][CH2:38][CH2:39][Si:40]([CH3:43])([CH3:42])[CH3:41])=[O:36])[CH:33]=3)[CH:28]=[N:27][CH:26]=2)=[CH:21][CH:20]=1)=O.[Cl-].[NH4+]. The catalyst is ClCCl. The product is [CH3:14][N:12]([CH3:13])[C:10](=[O:11])/[CH:9]=[CH:17]/[C:19]1[CH:20]=[CH:21][C:22]([C:25]2[C:34]3[C:29](=[CH:30][CH:31]=[C:32]([C:35]([O:37][CH2:38][CH2:39][Si:40]([CH3:41])([CH3:43])[CH3:42])=[O:36])[CH:33]=3)[CH:28]=[N:27][CH:26]=2)=[CH:23][CH:24]=1. The yield is 0.950. (7) The reactants are Br[C:2]1[CH:3]=[C:4]2[C:10]([C:11]3[CH:12]=[N:13][N:14]([CH2:16][C:17]4[CH:22]=[CH:21][CH:20]=[C:19]([F:23])[CH:18]=4)[CH:15]=3)=[CH:9][N:8]([S:24]([C:27]3[CH:33]=[CH:32][C:30]([CH3:31])=[CH:29][CH:28]=3)(=[O:26])=[O:25])[C:5]2=[N:6][CH:7]=1.[O:34]1[CH2:39][CH2:38][N:37]([C:40]2[CH:45]=[CH:44][C:43](B3OC(C)(C)C(C)(C)O3)=[CH:42][C:41]=2[NH:55][S:56]([CH3:59])(=[O:58])=[O:57])[CH2:36][CH2:35]1. The catalyst is Cl[Pd](Cl)([P](C1C=CC=CC=1)(C1C=CC=CC=1)C1C=CC=CC=1)[P](C1C=CC=CC=1)(C1C=CC=CC=1)C1C=CC=CC=1.C1(C)C=CC=CC=1.C(O)C.O. The product is [F:23][C:19]1[CH:18]=[C:17]([CH:22]=[CH:21][CH:20]=1)[CH2:16][N:14]1[CH:15]=[C:11]([C:10]2[C:4]3[C:5](=[N:6][CH:7]=[C:2]([C:43]4[CH:44]=[CH:45][C:40]([N:37]5[CH2:36][CH2:35][O:34][CH2:39][CH2:38]5)=[C:41]([NH:55][S:56]([CH3:59])(=[O:57])=[O:58])[CH:42]=4)[CH:3]=3)[N:8]([S:24]([C:27]3[CH:33]=[CH:32][C:30]([CH3:31])=[CH:29][CH:28]=3)(=[O:25])=[O:26])[CH:9]=2)[CH:12]=[N:13]1. The yield is 0.902. (8) The reactants are Br[CH:2]1[CH:7](O)[CH:6]=[C:5]([C:9]2[CH:14]=[CH:13][N:12]=[CH:11][C:10]=2[N+:15]([O-:17])=[O:16])[CH2:4][CH:3]1[CH3:18].CC(C)([O-:22])C.[K+].[Cl-].[NH4+].[N-:27]=[N+:28]=[N-:29].[Na+]. The catalyst is C1COCC1.O. The product is [N:27]([CH:7]1[CH:6]=[C:5]([C:9]2[CH:14]=[CH:13][N:12]=[CH:11][C:10]=2[N+:15]([O-:17])=[O:16])[CH2:4][CH:3]([CH3:18])[CH:2]1[OH:22])=[N+:28]=[N-:29]. The yield is 0.550. (9) The reactants are [CH3:1][O:2][C:3]1[CH:4]=[C:5]([N:12]2[CH2:17][CH2:16][O:15][CH2:14][CH2:13]2)[CH:6]=[CH:7][C:8]=1[N+:9]([O-])=O. The catalyst is CO. The product is [CH3:1][O:2][C:3]1[CH:4]=[C:5]([N:12]2[CH2:17][CH2:16][O:15][CH2:14][CH2:13]2)[CH:6]=[CH:7][C:8]=1[NH2:9]. The yield is 0.970. (10) The reactants are [CH3:1][CH2:2][O:3][C:4]([CH:6]1[CH2:12][CH2:11][C:9](=[O:10])[CH2:8][CH2:7]1)=[O:5].[CH3:13][C:14]1[CH:15]=[C:16](O)[C:17](=[CH:19][CH:20]=1)[OH:18].CC1C=CC(S(O)(=O)=O)=CC=1.O. The catalyst is C(Cl)Cl. The product is [CH2:2]([O:3][C:4]([CH:6]1[CH2:12][CH2:11][C:9]2([O:18][C:17]3[CH:19]=[CH:20][C:14]([CH3:13])=[CH:15][C:16]=3[O:10]2)[CH2:8][CH2:7]1)=[O:5])[CH3:1]. The yield is 0.660.